From a dataset of HIV replication inhibition screening data with 41,000+ compounds from the AIDS Antiviral Screen. Binary Classification. Given a drug SMILES string, predict its activity (active/inactive) in a high-throughput screening assay against a specified biological target. (1) The molecule is C1OC1CN1CCC(C2CCN(CC3CO3)CC2)CC1. The result is 0 (inactive). (2) The compound is O=C1NC(CSSCC2NC(=O)N(c3ccccc3)C2=O)C(=O)N1c1ccccc1. The result is 0 (inactive). (3) The molecule is CC(C)OP(=O)(NC(=S)c1ccccc1)OC(C)C. The result is 0 (inactive). (4) The compound is CC1(C)COP(Oc2ccccc2)OC1. The result is 0 (inactive). (5) The result is 0 (inactive). The drug is CCOc1ccccc1N=Nc1c(-c2ccccc2)nn(C(=O)CC(=O)Nc2cccc(Cl)c2)c1-c1ccccc1. (6) The drug is Cn1c(CCC2(C)Cc3ccccc3C(=O)O2)cc2ccccc2c1=O. The result is 0 (inactive). (7) The molecule is CCOC#CCCOCc1ccccc1. The result is 0 (inactive). (8) The compound is CC(=O)c1cc2c3c(c1)c1cc4c(cc1c(=O)n3CC2)OCO4. The result is 0 (inactive). (9) The molecule is Nc1ncnc2c1ncn2CC1OC(CO)C(CO)O1. The result is 0 (inactive).